This data is from Reaction yield outcomes from USPTO patents with 853,638 reactions. The task is: Predict the reaction yield, written as a fraction of the theoretical maximum amount of product (1.0 means a 100% yield; for example, 0.34 means a 34% yield). The yield is 0.210. The catalyst is ClCCl.C(N(CC)CC)C. The product is [ClH:32].[O:1]=[S:2]1(=[O:22])[C@@H:7]([CH2:8][CH2:9][CH2:10][NH:35][CH3:34])[O:6][C:5]2[CH:12]=[CH:13][CH:14]=[CH:15][C:4]=2[N:3]1[C:16]1[CH:21]=[CH:20][CH:19]=[CH:18][CH:17]=1. The reactants are [O:1]=[S:2]1(=[O:22])[C@@H:7]([CH2:8][CH2:9][CH2:10]O)[O:6][C:5]2[CH:12]=[CH:13][CH:14]=[CH:15][C:4]=2[N:3]1[C:16]1[CH:21]=[CH:20][CH:19]=[CH:18][CH:17]=1.C1(C)C=CC(S([Cl:32])(=O)=O)=CC=1.[CH3:34][NH2:35].Cl.